This data is from Full USPTO retrosynthesis dataset with 1.9M reactions from patents (1976-2016). The task is: Predict the reactants needed to synthesize the given product. (1) Given the product [NH2:13][C:14]1[CH:19]=[CH:18][C:17]([CH:2]2[CH2:5][N:4]([C:6]([O:8][C:9]([CH3:12])([CH3:11])[CH3:10])=[O:7])[CH2:3]2)=[CH:16][CH:15]=1, predict the reactants needed to synthesize it. The reactants are: I[CH:2]1[CH2:5][N:4]([C:6]([O:8][C:9]([CH3:12])([CH3:11])[CH3:10])=[O:7])[CH2:3]1.[NH2:13][C:14]1[CH:19]=[CH:18][C:17](B(O)O)=[CH:16][CH:15]=1.C[Si]([N-][Si](C)(C)C)(C)C.[Na+].N[C@H]1CCCC[C@H]1O. (2) Given the product [NH2:2]/[C:1](=[N:17]\[OH:18])/[C@H:3]1[CH2:7][CH2:6][C@H:5]([NH:8][C:9](=[O:15])[O:10][C:11]([CH3:12])([CH3:14])[CH3:13])[CH2:4]1, predict the reactants needed to synthesize it. The reactants are: [C:1]([C@H:3]1[CH2:7][CH2:6][C@H:5]([NH:8][C:9](=[O:15])[O:10][C:11]([CH3:14])([CH3:13])[CH3:12])[CH2:4]1)#[N:2].Cl.[NH2:17][OH:18].C(=O)([O-])[O-].[Na+].[Na+]. (3) Given the product [CH3:23][N:5]([CH3:4])[CH2:6][CH:7]([C:16]1([OH:22])[CH2:17][CH2:18][CH2:19][CH2:20][CH2:21]1)[C:8]1[CH:13]=[CH:12][C:11]([OH:14])=[CH:10][CH:9]=1, predict the reactants needed to synthesize it. The reactants are: [S-2].[Na+].[Na+].[CH3:4][N:5]([CH3:23])[CH2:6][CH:7]([C:16]1([OH:22])[CH2:21][CH2:20][CH2:19][CH2:18][CH2:17]1)[C:8]1[CH:13]=[CH:12][C:11]([O:14]C)=[CH:10][CH:9]=1.O.